Dataset: Full USPTO retrosynthesis dataset with 1.9M reactions from patents (1976-2016). Task: Predict the reactants needed to synthesize the given product. (1) Given the product [CH2:26]([N:27]=[N+:28]=[N-:29])[CH2:25][O:24][CH2:23][CH2:22][O:21][CH2:20][CH2:19][OH:18], predict the reactants needed to synthesize it. The reactants are: OC1O[C@H](CO)[C@H](O)[C@H](O)[C@H]1NC(C)=O.C(N)C[O:18][CH2:19][CH2:20][O:21][CH2:22][CH2:23][O:24][CH2:25][CH2:26][N:27]=[N+:28]=[N-:29].CN(C(ON1N=NC2C=CC=CC1=2)=[N+](C)C)C.[B-](F)(F)(F)F.C1C=CC2N(O)N=NC=2C=1.CCN(C(C)C)C(C)C. (2) Given the product [C:27]([O:26][C:24]([N:12]1[CH2:13][CH2:14][N:15]([C:17]([O:19][C:20]([CH3:22])([CH3:23])[CH3:21])=[O:18])[CH2:16][C@H:11]1[CH2:10][C:9]1[CH:8]=[CH:7][C:6]([C:4]([OH:5])=[O:3])=[CH:32][CH:31]=1)=[O:25])([CH3:28])([CH3:29])[CH3:30], predict the reactants needed to synthesize it. The reactants are: C([O:3][C:4]([C:6]1[CH:32]=[CH:31][C:9]([CH2:10][C@@H:11]2[CH2:16][N:15]([C:17]([O:19][C:20]([CH3:23])([CH3:22])[CH3:21])=[O:18])[CH2:14][CH2:13][N:12]2[C:24]([O:26][C:27]([CH3:30])([CH3:29])[CH3:28])=[O:25])=[CH:8][CH:7]=1)=[O:5])C.[OH-].[K+]. (3) Given the product [CH3:20][C:13]1[CH:14]=[C:15]([S:18][CH3:19])[CH:16]=[CH:17][C:12]=1[B:21]([OH:24])[OH:22], predict the reactants needed to synthesize it. The reactants are: C([Li])(C)(C)C.CCCCC.Br[C:12]1[CH:17]=[CH:16][C:15]([S:18][CH3:19])=[CH:14][C:13]=1[CH3:20].[B:21](OC)([O:24]C)[O:22]C. (4) Given the product [C:1]([O:5][C:6](=[O:16])[NH:7][C:8]1[CH:13]=[C:12]([CH2:14][N:17]=[N+:18]=[N-:19])[CH:11]=[CH:10][N:9]=1)([CH3:4])([CH3:3])[CH3:2], predict the reactants needed to synthesize it. The reactants are: [C:1]([O:5][C:6](=[O:16])[NH:7][C:8]1[CH:13]=[C:12]([CH2:14]Br)[CH:11]=[CH:10][N:9]=1)([CH3:4])([CH3:3])[CH3:2].[N-:17]=[N+:18]=[N-:19].[Na+]. (5) Given the product [Cl:1][C:2]1[CH:3]=[C:4]([CH:7]=[C:8]([O:10][C:11]2[C:16](=[O:17])[NH:15][CH:14]=[N:13][C:12]=2[CH:27]([F:28])[F:29])[CH:9]=1)[C:5]#[N:6], predict the reactants needed to synthesize it. The reactants are: [Cl:1][C:2]1[CH:3]=[C:4]([CH:7]=[C:8]([O:10][C:11]2[C:16](=[O:17])[N:15](CC3C=CC(OC)=CC=3)[CH:14]=[N:13][C:12]=2[CH:27]([F:29])[F:28])[CH:9]=1)[C:5]#[N:6]. (6) Given the product [F:36][C:35]([F:38])([F:37])[CH2:34][O:1][C:2]1[CH:3]=[C:4]([CH:19]=[CH:20][CH:21]=1)[O:5][CH:6]1[CH2:11][CH2:10][N:9]([C:12]([O:14][C:15]([CH3:18])([CH3:16])[CH3:17])=[O:13])[CH2:8][CH2:7]1, predict the reactants needed to synthesize it. The reactants are: [OH:1][C:2]1[CH:3]=[C:4]([CH:19]=[CH:20][CH:21]=1)[O:5][CH:6]1[CH2:11][CH2:10][N:9]([C:12]([O:14][C:15]([CH3:18])([CH3:17])[CH3:16])=[O:13])[CH2:8][CH2:7]1.C(=O)([O-])[O-].[Cs+].[Cs+].FC(F)(F)S(O[CH2:34][C:35]([F:38])([F:37])[F:36])(=O)=O.O. (7) Given the product [CH3:18][O:17][C:13]1[CH:12]=[CH:11][CH:10]=[C:9]2[C:14]=1[C:15](=[O:16])[C:6]([C:4]([OH:5])=[O:3])=[CH:7][NH:8]2, predict the reactants needed to synthesize it. The reactants are: C([O:3][C:4]([C:6]1[C:15](=[O:16])[C:14]2[C:9](=[CH:10][CH:11]=[CH:12][C:13]=2[O:17][CH3:18])[NH:8][CH:7]=1)=[O:5])C. (8) Given the product [F:34][C:35]1[CH:40]=[C:39]([CH:38]=[C:37]([C:42]2([O:48][CH3:49])[CH2:43][CH2:44][O:45][CH2:46][CH2:47]2)[CH:36]=1)[O:41][C:2]1[O:3][C:4]([C:13]2[CH:18]=[CH:17][C:16]([S:19]([NH2:22])(=[O:21])=[O:20])=[CH:15][CH:14]=2)=[C:5]([C:7]2[CH:12]=[CH:11][CH:10]=[CH:9][CH:8]=2)[N:6]=1, predict the reactants needed to synthesize it. The reactants are: Cl[C:2]1[O:3][C:4]([C:13]2[CH:18]=[CH:17][C:16]([S:19]([NH2:22])(=[O:21])=[O:20])=[CH:15][CH:14]=2)=[C:5]([C:7]2[CH:12]=[CH:11][CH:10]=[CH:9][CH:8]=2)[N:6]=1.CN(C=O)C.C(=O)([O-])[O-].[K+].[K+].[F:34][C:35]1[CH:36]=[C:37]([C:42]2([O:48][CH3:49])[CH2:47][CH2:46][O:45][CH2:44][CH2:43]2)[CH:38]=[C:39]([OH:41])[CH:40]=1.